This data is from Retrosynthesis with 50K atom-mapped reactions and 10 reaction types from USPTO. The task is: Predict the reactants needed to synthesize the given product. (1) Given the product CCN(CC)CCCNc1nn(CCCN(CC)CC)c2cccc(Cl)c12, predict the reactants needed to synthesize it. The reactants are: CCN(CC)CCCBr.CCN(CC)CCCn1nc(N)c2c(Cl)cccc21. (2) Given the product CC(C)(C)OC(=O)N[C@@H]1C[C@H]1c1ccc(-c2cccc(C(F)(F)F)c2)nc1, predict the reactants needed to synthesize it. The reactants are: CC(C)(C)OC(=O)N[C@@H]1C[C@H]1c1ccc(Br)nc1.OB(O)c1cccc(C(F)(F)F)c1.